This data is from Full USPTO retrosynthesis dataset with 1.9M reactions from patents (1976-2016). The task is: Predict the reactants needed to synthesize the given product. (1) The reactants are: [CH2:1]([N:8]([CH2:31][C@@H:32]([C:34]1[CH:45]=[CH:44][C:37]2[O:38]C(C)(C)[O:40][CH2:41][C:36]=2[CH:35]=1)[OH:33])[CH2:9][CH2:10][CH2:11][CH2:12][CH2:13][CH2:14][O:15][CH2:16][CH2:17][CH2:18][CH2:19][C:20]1[CH:21]=[C:22]([NH:27][C:28]([NH2:30])=[O:29])[CH:23]=[C:24]([CH3:26])[CH:25]=1)[C:2]1[CH:7]=[CH:6][CH:5]=[CH:4][CH:3]=1.Cl.C(=O)(O)[O-].[Na+]. Given the product [CH2:1]([N:8]([CH2:31][C@H:32]([OH:33])[C:34]1[CH:45]=[CH:44][C:37]([OH:38])=[C:36]([CH2:41][OH:40])[CH:35]=1)[CH2:9][CH2:10][CH2:11][CH2:12][CH2:13][CH2:14][O:15][CH2:16][CH2:17][CH2:18][CH2:19][C:20]1[CH:21]=[C:22]([NH:27][C:28]([NH2:30])=[O:29])[CH:23]=[C:24]([CH3:26])[CH:25]=1)[C:2]1[CH:7]=[CH:6][CH:5]=[CH:4][CH:3]=1, predict the reactants needed to synthesize it. (2) Given the product [N:18]1([C:2]2[CH:3]=[N:4][CH:5]=[C:6]([O:8][CH2:9][C:10]3[CH:11]=[C:12]([CH:15]=[CH:16][CH:17]=3)[C:13]#[N:14])[N:7]=2)[CH2:23][CH2:22][NH:21][CH2:20][CH2:19]1, predict the reactants needed to synthesize it. The reactants are: Cl[C:2]1[N:7]=[C:6]([O:8][CH2:9][C:10]2[CH:11]=[C:12]([CH:15]=[CH:16][CH:17]=2)[C:13]#[N:14])[CH:5]=[N:4][CH:3]=1.[NH:18]1[CH2:23][CH2:22][NH:21][CH2:20][CH2:19]1.CC(C)([O-])C.[Na+].C1C=CC(P(C2C(C3C(P(C4C=CC=CC=4)C4C=CC=CC=4)=CC=C4C=3C=CC=C4)=C3C(C=CC=C3)=CC=2)C2C=CC=CC=2)=CC=1.